Task: Predict the product of the given reaction.. Dataset: Forward reaction prediction with 1.9M reactions from USPTO patents (1976-2016) (1) Given the reactants [NH2:1][C@H:2]1[CH2:11][CH2:10][C:9]2[C:8]([S:12]([NH:15][C:16]3[CH:21]=[CH:20][CH:19]=[CH:18][CH:17]=3)(=[O:14])=[O:13])=[CH:7][CH:6]=[C:5]([O:22][CH3:23])[C:4]=2[CH2:3]1.Br[CH2:25][CH2:26][CH2:27][CH2:28]Br.CCN(C(C)C)C(C)C.[I-].[K+], predict the reaction product. The product is: [CH3:23][O:22][C:5]1[C:4]2[CH2:3][C@@H:2]([N:1]3[CH2:28][CH2:27][CH2:26][CH2:25]3)[CH2:11][CH2:10][C:9]=2[C:8]([S:12]([NH:15][C:16]2[CH:17]=[CH:18][CH:19]=[CH:20][CH:21]=2)(=[O:13])=[O:14])=[CH:7][CH:6]=1. (2) Given the reactants Br[C:2]1[CH:7]=[C:6]([Br:8])[CH:5]=[C:4]([Br:9])[CH:3]=1.[CH2:10]([O:17][C:18]1[CH:23]=[CH:22][C:21](B(O)O)=[CH:20][CH:19]=1)[C:11]1[CH:16]=[CH:15][CH:14]=[CH:13][CH:12]=1, predict the reaction product. The product is: [CH2:10]([O:17][C:18]1[CH:23]=[CH:22][C:21]([C:2]2[CH:7]=[C:6]([Br:8])[CH:5]=[C:4]([Br:9])[CH:3]=2)=[CH:20][CH:19]=1)[C:11]1[CH:16]=[CH:15][CH:14]=[CH:13][CH:12]=1.